This data is from Forward reaction prediction with 1.9M reactions from USPTO patents (1976-2016). The task is: Predict the product of the given reaction. (1) Given the reactants Br[C:2]1[CH:9]=[C:8]([F:10])[CH:7]=[CH:6][C:3]=1[C:4]#[N:5].[F:11][C:12]1[CH:17]=[CH:16][C:15]([N+:18]([O-:20])=[O:19])=[CH:14][C:13]=1B1OC(C)(C)C(C)(C)O1, predict the reaction product. The product is: [F:10][C:8]1[CH:9]=[C:2]([C:13]2[CH:14]=[C:15]([N+:18]([O-:20])=[O:19])[CH:16]=[CH:17][C:12]=2[F:11])[C:3]([C:4]#[N:5])=[CH:6][CH:7]=1. (2) Given the reactants [Si]([O:8][CH2:9][CH2:10][NH:11][C@@H:12]1[C:20]2[C:15](=[C:16]([C:21]3[S:25][C:24]([C:26]4[CH:27]=[CH:28][C:29]([O:34][CH:35]([CH3:37])[CH3:36])=[C:30]([CH:33]=4)[C:31]#[N:32])=[N:23][CH:22]=3)[CH:17]=[CH:18][CH:19]=2)[CH2:14][CH2:13]1)(C(C)(C)C)(C)C.Cl, predict the reaction product. The product is: [OH:8][CH2:9][CH2:10][NH:11][C@@H:12]1[C:20]2[C:15](=[C:16]([C:21]3[S:25][C:24]([C:26]4[CH:27]=[CH:28][C:29]([O:34][CH:35]([CH3:37])[CH3:36])=[C:30]([CH:33]=4)[C:31]#[N:32])=[N:23][CH:22]=3)[CH:17]=[CH:18][CH:19]=2)[CH2:14][CH2:13]1. (3) Given the reactants CS(C)=O.Cl[C:6]1[CH:11]=[C:10]([O:12][CH2:13][C:14]#[C:15][CH3:16])[N:9]=[CH:8][N:7]=1.C(=O)([O-])[O-].[K+].[K+].[CH2:23]([NH:26][CH2:27][CH2:28][CH3:29])[CH2:24][CH3:25], predict the reaction product. The product is: [CH2:13]([O:12][C:10]1[CH:11]=[C:6]([N:26]([CH2:27][CH2:28][CH3:29])[CH2:23][CH2:24][CH3:25])[N:7]=[CH:8][N:9]=1)[C:14]#[C:15][CH3:16].